This data is from Forward reaction prediction with 1.9M reactions from USPTO patents (1976-2016). The task is: Predict the product of the given reaction. (1) The product is: [CH2:33]([O:32][C:30]([C:28]1[CH:29]=[N:25][N:26]([C:2]2[NH:6][C:5]3[CH:13]=[C:14]([Cl:24])[C:15]([O:17][C:18]4[CH:19]=[CH:20][CH:21]=[CH:22][CH:23]=4)=[CH:16][C:4]=3[N:3]=2)[CH:27]=1)=[O:31])[CH3:34]. Given the reactants Cl[C:2]1[N:6](COCCOC)[C:5]2[CH:13]=[C:14]([Cl:24])[C:15]([O:17][C:18]3[CH:23]=[CH:22][CH:21]=[CH:20][CH:19]=3)=[CH:16][C:4]=2[N:3]=1.[NH:25]1[CH:29]=[C:28]([C:30]([O:32][CH2:33][CH3:34])=[O:31])[CH:27]=[N:26]1.C(=O)([O-])[O-].[Cs+].[Cs+].Cl, predict the reaction product. (2) Given the reactants C(OC(=O)[NH:10][C@H:11]([C:22]([NH:24][CH2:25][CH:26]([OH:36])[CH2:27][NH:28][C:29]([O:31][C:32]([CH3:35])([CH3:34])[CH3:33])=[O:30])=[O:23])[CH2:12][CH2:13][NH:14][C:15]([O:17][C:18]([CH3:21])([CH3:20])[CH3:19])=[O:16])C1C=CC=CC=1, predict the reaction product. The product is: [C:32]([O:31][C:29](=[O:30])[NH:28][CH2:27][CH:26]([OH:36])[CH2:25][NH:24][C:22](=[O:23])[C@@H:11]([NH2:10])[CH2:12][CH2:13][NH:14][C:15]([O:17][C:18]([CH3:20])([CH3:19])[CH3:21])=[O:16])([CH3:33])([CH3:34])[CH3:35]. (3) Given the reactants [Cl:1][C:2]1[CH:3]=[CH:4][C:5]2[N:11]3[C:12]([C:15]([F:18])([F:17])[F:16])=[N:13][N:14]=[C:10]3[C@H:9]([CH2:19][C:20]([N:22]3[CH2:27][CH2:26][CH:25]([CH2:28][C:29]([O:31]CC)=[O:30])[CH2:24][CH2:23]3)=[O:21])[O:8][C@@H:7]([C:34]3[CH:39]=[CH:38][CH:37]=[C:36]([O:40][CH3:41])[C:35]=3[O:42][CH3:43])[C:6]=2[CH:44]=1.Cl, predict the reaction product. The product is: [Cl:1][C:2]1[CH:3]=[CH:4][C:5]2[N:11]3[C:12]([C:15]([F:17])([F:16])[F:18])=[N:13][N:14]=[C:10]3[C@H:9]([CH2:19][C:20]([N:22]3[CH2:23][CH2:24][CH:25]([CH2:28][C:29]([OH:31])=[O:30])[CH2:26][CH2:27]3)=[O:21])[O:8][C@@H:7]([C:34]3[CH:39]=[CH:38][CH:37]=[C:36]([O:40][CH3:41])[C:35]=3[O:42][CH3:43])[C:6]=2[CH:44]=1. (4) Given the reactants [Br:1][C:2]1[CH:3]=[C:4]([CH2:8][CH:9]2[C:14](=O)[CH:13]3[CH2:16][CH2:17][N:10]2[CH2:11][CH2:12]3)[CH:5]=[N:6][CH:7]=1.NN.S(NN)(C1C=CC(C)=CC=1)(=O)=O.C([BH3-])#N.[Na+], predict the reaction product. The product is: [Br:1][C:2]1[CH:3]=[C:4]([CH2:8][CH:9]2[CH2:14][CH:13]3[CH2:16][CH2:17][N:10]2[CH2:11][CH2:12]3)[CH:5]=[N:6][CH:7]=1. (5) Given the reactants [CH3:1][C:2]1([CH3:22])[CH2:7][C:6]([CH3:9])([CH3:8])[CH2:5][CH:4]([C:10]2[CH:15]=[CH:14][CH:13]=[CH:12][C:11]=2[N:16]2[CH2:21][CH2:20][NH:19][CH2:18][CH2:17]2)[CH2:3]1.Br[CH2:24][CH2:25][CH2:26][C:27]([F:30])([F:29])[F:28].[I-].[Na+].C(=O)([O-])[O-].[K+].[K+].C(=O)([O-])O.[Na+], predict the reaction product. The product is: [CH3:9][C:6]1([CH3:8])[CH2:7][C:2]([CH3:22])([CH3:1])[CH2:3][CH:4]([C:10]2[CH:15]=[CH:14][CH:13]=[CH:12][C:11]=2[N:16]2[CH2:17][CH2:18][N:19]([CH2:24][CH2:25][CH2:26][C:27]([F:30])([F:29])[F:28])[CH2:20][CH2:21]2)[CH2:5]1.